From a dataset of Reaction yield outcomes from USPTO patents with 853,638 reactions. Predict the reaction yield, written as a fraction of the theoretical maximum amount of product (1.0 means a 100% yield; for example, 0.34 means a 34% yield). (1) The reactants are [Cl:1][C:2]1[CH:7]=[CH:6][C:5]([C:8]2([C:14](=[O:16])[CH3:15])[CH2:13][CH2:12][NH:11][CH2:10][CH2:9]2)=[CH:4][CH:3]=1.C(N(CC)CC)C.[C:24](O[C:24]([O:26][C:27]([CH3:30])([CH3:29])[CH3:28])=[O:25])([O:26][C:27]([CH3:30])([CH3:29])[CH3:28])=[O:25]. The catalyst is ClCCl. The product is [C:27]([O:26][C:24]([N:11]1[CH2:12][CH2:13][C:8]([C:14](=[O:16])[CH3:15])([C:5]2[CH:6]=[CH:7][C:2]([Cl:1])=[CH:3][CH:4]=2)[CH2:9][CH2:10]1)=[O:25])([CH3:30])([CH3:29])[CH3:28]. The yield is 0.670. (2) The reactants are F[C:2](F)=O.B(F)(F)F.CCO[CH2:12][CH3:13].[C:14]1([CH3:20])[CH:19]=[CH:18][CH:17]=[CH:16][CH:15]=1. The catalyst is C1COCC1. The product is [CH2:18]1[C:19]2[C:14](=[CH:20][CH:2]=[CH:12][CH:13]=2)[CH:15]=[CH:16][CH2:17]1. The yield is 0.850. (3) The reactants are [Cl:1][C:2]1[CH:3]=[C:4]([CH:8]=[CH:9][C:10]=1[F:11])[C:5]([OH:7])=O.CN(C(ON1N=NC2C=CC=CC1=2)=[N+](C)C)C.[B-](F)(F)(F)F.CN1CCOCC1.[CH:41]1([C@H:44]([NH:51][CH3:52])[CH2:45][N:46]2[CH2:50][CH2:49][CH2:48][CH2:47]2)[CH2:43][CH2:42]1.[OH-].[K+]. The catalyst is C(Cl)Cl. The product is [Cl:1][C:2]1[CH:3]=[C:4]([CH:8]=[CH:9][C:10]=1[F:11])[C:5]([N:51]([C@@H:44]([CH:41]1[CH2:43][CH2:42]1)[CH2:45][N:46]1[CH2:47][CH2:48][CH2:49][CH2:50]1)[CH3:52])=[O:7]. The yield is 0.540.